From a dataset of NCI-60 drug combinations with 297,098 pairs across 59 cell lines. Regression. Given two drug SMILES strings and cell line genomic features, predict the synergy score measuring deviation from expected non-interaction effect. (1) Drug 2: C1=NNC2=C1C(=O)NC=N2. Cell line: RPMI-8226. Synergy scores: CSS=23.5, Synergy_ZIP=1.91, Synergy_Bliss=4.36, Synergy_Loewe=3.20, Synergy_HSA=6.42. Drug 1: C1CC(C1)(C(=O)O)C(=O)O.[NH2-].[NH2-].[Pt+2]. (2) Cell line: T-47D. Synergy scores: CSS=33.3, Synergy_ZIP=2.68, Synergy_Bliss=3.94, Synergy_Loewe=-41.4, Synergy_HSA=3.16. Drug 1: C1=CC(=C2C(=C1NCCNCCO)C(=O)C3=C(C=CC(=C3C2=O)O)O)NCCNCCO. Drug 2: C1=NNC2=C1C(=O)NC=N2. (3) Drug 1: C(=O)(N)NO. Drug 2: CCCCCOC(=O)NC1=NC(=O)N(C=C1F)C2C(C(C(O2)C)O)O. Cell line: SF-539. Synergy scores: CSS=5.99, Synergy_ZIP=-3.11, Synergy_Bliss=-1.31, Synergy_Loewe=-2.91, Synergy_HSA=-0.602. (4) Drug 1: C1C(C(OC1N2C=NC3=C(N=C(N=C32)Cl)N)CO)O. Drug 2: CC1=C(C=C(C=C1)NC(=O)C2=CC=C(C=C2)CN3CCN(CC3)C)NC4=NC=CC(=N4)C5=CN=CC=C5. Cell line: HOP-62. Synergy scores: CSS=7.33, Synergy_ZIP=-2.00, Synergy_Bliss=-5.41, Synergy_Loewe=-18.4, Synergy_HSA=-6.32. (5) Drug 1: CC1=C(C(=O)C2=C(C1=O)N3CC4C(C3(C2COC(=O)N)OC)N4)N. Drug 2: C1C(C(OC1N2C=NC3=C2NC=NCC3O)CO)O. Cell line: COLO 205. Synergy scores: CSS=-0.374, Synergy_ZIP=5.69, Synergy_Bliss=0.105, Synergy_Loewe=-0.373, Synergy_HSA=-0.121. (6) Drug 1: CC1CCC2CC(C(=CC=CC=CC(CC(C(=O)C(C(C(=CC(C(=O)CC(OC(=O)C3CCCCN3C(=O)C(=O)C1(O2)O)C(C)CC4CCC(C(C4)OC)OCCO)C)C)O)OC)C)C)C)OC. Drug 2: CC1=C(C(=O)C2=C(C1=O)N3CC4C(C3(C2COC(=O)N)OC)N4)N. Cell line: T-47D. Synergy scores: CSS=15.0, Synergy_ZIP=-1.97, Synergy_Bliss=3.44, Synergy_Loewe=-1.67, Synergy_HSA=-1.47. (7) Drug 1: CN1C2=C(C=C(C=C2)N(CCCl)CCCl)N=C1CCCC(=O)O.Cl. Drug 2: CCN(CC)CCCC(C)NC1=C2C=C(C=CC2=NC3=C1C=CC(=C3)Cl)OC. Cell line: OVCAR-5. Synergy scores: CSS=15.1, Synergy_ZIP=-6.69, Synergy_Bliss=-3.93, Synergy_Loewe=-13.5, Synergy_HSA=-4.72. (8) Drug 1: CCC1=C2CN3C(=CC4=C(C3=O)COC(=O)C4(CC)O)C2=NC5=C1C=C(C=C5)O. Drug 2: C1=CN(C=N1)CC(O)(P(=O)(O)O)P(=O)(O)O. Cell line: SK-MEL-28. Synergy scores: CSS=7.88, Synergy_ZIP=-0.333, Synergy_Bliss=3.16, Synergy_Loewe=-3.47, Synergy_HSA=2.35.